From a dataset of NCI-60 drug combinations with 297,098 pairs across 59 cell lines. Regression. Given two drug SMILES strings and cell line genomic features, predict the synergy score measuring deviation from expected non-interaction effect. Drug 1: CC(CN1CC(=O)NC(=O)C1)N2CC(=O)NC(=O)C2. Drug 2: C(CN)CNCCSP(=O)(O)O. Cell line: RPMI-8226. Synergy scores: CSS=50.4, Synergy_ZIP=21.0, Synergy_Bliss=21.7, Synergy_Loewe=11.7, Synergy_HSA=21.7.